Dataset: Peptide-MHC class I binding affinity with 185,985 pairs from IEDB/IMGT. Task: Regression. Given a peptide amino acid sequence and an MHC pseudo amino acid sequence, predict their binding affinity value. This is MHC class I binding data. (1) The binding affinity (normalized) is 0.0498. The MHC is H-2-Db with pseudo-sequence H-2-Db. The peptide sequence is SGKENPGGYCL. (2) The peptide sequence is LCYALDLLY. The MHC is HLA-A01:01 with pseudo-sequence HLA-A01:01. The binding affinity (normalized) is 0.725. (3) The binding affinity (normalized) is 0. The MHC is HLA-A02:01 with pseudo-sequence HLA-A02:01. The peptide sequence is GLSRYVAR. (4) The peptide sequence is QMNSLRAEDT. The MHC is HLA-A68:02 with pseudo-sequence HLA-A68:02. The binding affinity (normalized) is 0.